Predict the reactants needed to synthesize the given product. From a dataset of Full USPTO retrosynthesis dataset with 1.9M reactions from patents (1976-2016). (1) Given the product [C:20]([O:24][C:25]([N:27]1[CH2:33][CH2:32][C:31]2[CH:34]=[CH:35][C:36]([NH:38][C:2]3[N:19]=[C:5]4[C:6]([C:10]5[CH:15]=[CH:14][CH:13]=[CH:12][C:11]=5[CH2:16][O:17][CH3:18])=[CH:7][CH:8]=[CH:9][N:4]4[N:3]=3)=[CH:37][C:30]=2[CH2:29][CH2:28]1)=[O:26])([CH3:23])([CH3:21])[CH3:22], predict the reactants needed to synthesize it. The reactants are: Cl[C:2]1[N:19]=[C:5]2[C:6]([C:10]3[CH:15]=[CH:14][CH:13]=[CH:12][C:11]=3[CH2:16][O:17][CH3:18])=[CH:7][CH:8]=[CH:9][N:4]2[N:3]=1.[C:20]([O:24][C:25]([N:27]1[CH2:33][CH2:32][C:31]2[CH:34]=[CH:35][C:36]([NH2:38])=[CH:37][C:30]=2[CH2:29][CH2:28]1)=[O:26])([CH3:23])([CH3:22])[CH3:21]. (2) The reactants are: [NH2:1][C:2]1[C:7]([CH:8]=[O:9])=[CH:6][C:5](I)=[CH:4][N:3]=1.CC1(C)C(C)(C)OC([C:19]2[CH:20]=[N:21][N:22]([CH:24]3[CH2:29][CH2:28][N:27]([C:30]([O:32][C:33]([CH3:36])([CH3:35])[CH3:34])=[O:31])[CH2:26][CH2:25]3)[CH:23]=2)O1.C(=O)([O-])[O-].[Na+].[Na+]. Given the product [NH2:1][C:2]1[N:3]=[CH:4][C:5]([C:19]2[CH:20]=[N:21][N:22]([CH:24]3[CH2:25][CH2:26][N:27]([C:30]([O:32][C:33]([CH3:36])([CH3:35])[CH3:34])=[O:31])[CH2:28][CH2:29]3)[CH:23]=2)=[CH:6][C:7]=1[CH:8]=[O:9], predict the reactants needed to synthesize it.